This data is from Drug-target binding data from BindingDB using IC50 measurements. The task is: Regression. Given a target protein amino acid sequence and a drug SMILES string, predict the binding affinity score between them. We predict pIC50 (pIC50 = -log10(IC50 in M); higher means more potent). Dataset: bindingdb_ic50. (1) The compound is NC(=O)c1cccnc1. The target protein sequence is MTASPRAPHQEHVLGEPTLEGLAHYIREKNVRRILVLVGAGASVAAGIPDFRSPDTGIYANLGKYNLEDPTDAFSLTLLREKPEIFYSIARELNLWPGHFQPTAVHHFIRLLQDEGRLLRCCTQNIDGLEKAAGVSPELLVEAHGSFAAAACIECHTPFSIEQNYLEAMSGTVSRCSTCGGIVKPNVVFFGENLPDAFFDALHHDAPIAELVIIIGTSMQVHPFALLPCVVPKSVPRVVMNRERVGGLLFRFPDDPLNTVHEDAVAKEGRSSSSQSRSPSASPRREEGGTEDSPSSPNEEVEEASTSSSSDGYGQYGDYHAHPDVCRDVLFRGDCQENVVTLAEYLGLSEALAKRMRLSDAAPATAQRAPNET. The pIC50 is 4.4. (2) The compound is CN[C@@H]1C[C@H]2O[C@@](C)([C@@H]1OC)n1c3ccccc3c3c4c(c5c6ccccc6n2c5c31)C(=O)NC4. The target protein sequence is MGNAAAAKKGSEQESVKEFLAKAKEDFLKKWENPAQNTAHLDQFERIKTLGTGSFGRVMLVKHMETGNHYAMKILDKQKVVKLKQIEHTLNEKRILQAVNFPFLVKLEFSFKDNSNLYMVMEYVPGGDMFSHLRRIGRFSEPHARFYAAQIVLTFEYLHSLDLIYRDLKPENLLIDQQGYIQVTDFGFAKRVKGRTWTLCGTPEYLAPEIILSKGYNKAVDWWALGVLIYEMAAGYPPFFADQPIQIYEKIVSGKVRFPSHFSSDLKDLLRNLLQVDLTKRFGNLKNGVNDIKNHKWFATTDWIAIYQRKVEAPFIPKFKGPGDTSNFDDYEEEEIRVSINEKCGKEFSEF. The pIC50 is 7.3. (3) The small molecule is C[C@@]1(CSC2=NCCS2)S[C@@H]2[C@H](Br)C(=O)N2[C@H]1C(=O)O. The target protein (Q59514) has sequence MQRRHFLQKTLLALPIIFSGNLLTGCKTNLSDDYLPDDKITNNPNLLQNKLKEILPIWENKFNAKIGMTIIADNGELSSHRGNEYFPVNSTIKAFIASHILLLVDKEKLDLNEKIIIKESDLIEYSPVCKKYFDENKPISISELCEATITLSDNGSANILLDKIGGLTAFNQFLKEIGADMVLANNEPLLNRSHYGETSDTAKPIPYTKSLKALIVGNILSNQSKEQLITWLINDKVADNLLRKYLPKNWRIGDKTGTGSESKNIIAVIWNENNKPYFISLFITQPHDGKSLDFKNQKDEIMAQIGKEIYPFL. The pIC50 is 7.1. (4) The small molecule is N=C(N)c1ccc(OCCCCCOc2ccc(C(=N)N)cc2)cc1. The target protein (O75365) has sequence MARMNRPAPVEVSYKHMRFLITHNPTNATLSTFIEDLKKYGATTVVRVCEVTYDKTPLEKDGITVVDWPFDDGAPPPGKVVEDWLSLVKAKFCEAPGSCVAVHCVAGLGRAPVLVALALIESGMKYEDAIQFIRQKRRGAINSKQLTYLEKYRPKQRLRFKDPHTHKTRCCVM. The pIC50 is 4.3. (5) The target protein (P10686) has sequence MAGVGTPCANGCGPSAPSEAEVLHLCRSLEVGTVMTLFYSKKSQRPERKTFQVKLETRQITWSRGADKIEGSIDIREIKEIRPGKTSRDFDRYQEDPAFRPDQSHCFVILYGMEFRLKTLSLQATSEDEVNMWIKGLTWLMEDTLQAATPLQIERWLRKQFYSVDRNREDRISAKDLKNMLSQVNYRVPNMRFLRERLTDFEQRSGDITYGQFAQLYRSLMYSAQKTMDLPFLETNTLRTGERPELCQVSLSEFQQFLLEYQGELWAVDRLQVQEFMLSFLRDPLREIEEPYFFLDELVTFLFSKENSVWNSQLDAVCPETMNNPLSHYWISSSHNTYLTGDQFSSESSLEAYARCLRMGCRCIELDCWDGPDGMPVIYHGHTLTTKIKFSDVLHTIKEHAFVASEYPVILSIEDHCSIAQQRNMAQHFRKVLGDTLLTKPVDIAADGLPSPNQLKRKILIKHKKLAEGSAYEEVPTSVMYSENDISNSIKNGILYLEDP.... The pIC50 is 4.8. The drug is C[C@@H]1CC[C@@H]2[C@]3(C)O[C@]4(C)CC[C@@]21C[C@@H]4[C@@H]3NCCCCN(C)CCCN(C)C. (6) The small molecule is CS(=O)(=O)c1ccc(-n2nc(C(F)(F)F)cc2-c2ccc(-c3cscn3)cc2F)nc1. The target protein (Q8HZR1) has sequence MSRGSRLHRWPLLLLLLLLLPPPPVLPAEARTPAPVNPCCYYPCQHQGICVRFGLDRYQCDCTRTGYSGPNCTIPELWTWLRNSLRPSPSFLHFLLTHGRWFWEFINATFIRDMLMRLVLTARSNLIPSPPTYNIAHDYISWESFSNVSYYTRVLPSVPQDCPTPMGTKGKKQLPDAQLLGRRFLLRRKFIPDPQGTNLMFAFFAQHFTHQFFKTSGKMGPGFTKALGHGVDLGHIYGDNLDRQYQLRLFKDGKLKYQVLDGEMYPPSVEEAPVLMHYPRGILPQSQMAVGQEVFGLLPGLMLYATLWLREHNRVCDLLKAEHPTWGDEQLFQTARLILIGETIKIVIEEYVQQLSGYFLQLKFDPELLFSAQFQYRNRIAMEFNQLYHWHPLMPDSFWVGSQEYSYEQFLFNTSMLTHYGIEALVDAFSRQSAGRIGGGRNIDHHVLHVAVETIKESRELRLQPFNEYRKRFGMRPYMSFQELTGEKEMAAELEELYGD.... The pIC50 is 4.6.